Dataset: Catalyst prediction with 721,799 reactions and 888 catalyst types from USPTO. Task: Predict which catalyst facilitates the given reaction. (1) The catalyst class is: 1. Product: [Cl:1][C:2]1[CH:7]=[C:6]([O:8][S:17]([C:16]([F:35])([F:34])[F:15])(=[O:19])=[O:18])[C:5]([Cl:9])=[CH:4][C:3]=1[CH2:10][C:11]([O:13][CH3:14])=[O:12]. Reactant: [Cl:1][C:2]1[CH:7]=[C:6]([OH:8])[C:5]([Cl:9])=[CH:4][C:3]=1[CH2:10][C:11]([O:13][CH3:14])=[O:12].[F:15][C:16]([F:35])([F:34])[S:17](N(C1C=CC=CC=1)[S:17]([C:16]([F:35])([F:34])[F:15])(=[O:19])=[O:18])(=[O:19])=[O:18].C(=O)([O-])[O-].[K+].[K+]. (2) Reactant: [CH:1]1([C:4]2[C:13]3[C:8](=[CH:9][CH:10]=[CH:11][CH:12]=3)[CH:7]=[C:6]([C:14]([OH:16])=O)[N:5]=2)[CH2:3][CH2:2]1.FC(F)(F)C(O)=O.[CH2:24]([O:31][C:32]([N:34]1[CH2:39][CH2:38][NH:37][CH2:36][C:35]1([CH3:41])[CH3:40])=[O:33])[C:25]1[CH:30]=[CH:29][CH:28]=[CH:27][CH:26]=1.CN(C(ON1N=NC2C=CC=CC1=2)=[N+](C)C)C.[B-](F)(F)(F)F.CCN(C(C)C)C(C)C. Product: [CH2:24]([O:31][C:32]([N:34]1[CH2:39][CH2:38][NH:37][CH:36]([C:14]([C:6]2[N:5]=[C:4]([CH:1]3[CH2:2][CH2:3]3)[C:13]3[C:8]([CH:7]=2)=[CH:9][CH:10]=[CH:11][CH:12]=3)=[O:16])[C:35]1([CH3:41])[CH3:40])=[O:33])[C:25]1[CH:26]=[CH:27][CH:28]=[CH:29][CH:30]=1. The catalyst class is: 18. (3) The catalyst class is: 212. Product: [CH2:20]([O:22][C:23]1[CH:24]=[C:25]([CH:28]=[CH:29][C:30]=1[F:31])[CH2:26][N:17]1[CH2:18][CH2:19][CH:14]([NH:13][C:11]2[O:12][C:8]3[CH:7]=[CH:6][CH:5]=[C:4]([N+:1]([O-:3])=[O:2])[C:9]=3[N:10]=2)[CH2:15][CH2:16]1)[CH3:21]. Reactant: [N+:1]([C:4]1[C:9]2[N:10]=[C:11]([NH:13][CH:14]3[CH2:19][CH2:18][NH:17][CH2:16][CH2:15]3)[O:12][C:8]=2[CH:7]=[CH:6][CH:5]=1)([O-:3])=[O:2].[CH2:20]([O:22][C:23]1[CH:24]=[C:25]([CH:28]=[CH:29][C:30]=1[F:31])[CH:26]=O)[CH3:21].OC1C=C(C=CC=1F)C(O)=O.ClC1C=CC(C=O)=CC=1OCC.C([BH3-])#N.[Na+].C(N(C(C)C)C(C)C)C. (4) Reactant: [C:1]([NH2:5])([CH3:4])([CH3:3])[CH3:2].Cl.[CH3:7][N:8]([CH3:12])[CH2:9][CH2:10]Cl. Product: [C:1]([NH:5][CH2:10][CH2:9][N:8]([CH3:12])[CH3:7])([CH3:4])([CH3:3])[CH3:2]. The catalyst class is: 6.